From a dataset of Reaction yield outcomes from USPTO patents with 853,638 reactions. Predict the reaction yield, written as a fraction of the theoretical maximum amount of product (1.0 means a 100% yield; for example, 0.34 means a 34% yield). (1) The reactants are [Cl:1][C:2]1[CH:34]=[CH:33][C:5]([O:6][C:7]2[CH:12]=[CH:11][C:10]([N:13]3[CH:17]([C:18]4[CH:23]=[CH:22][CH:21]=[C:20]([O:24][CH2:25][C:26]5[CH:31]=[CH:30][CH:29]=[CH:28][CH:27]=5)[CH:19]=4)[CH2:16][NH:15][C:14]3=[O:32])=[CH:9][CH:8]=2)=[CH:4][CH:3]=1.[H-].[Na+].[CH:37]([S:39]([CH3:42])(=[O:41])=[O:40])=[CH2:38].[Cl-].[NH4+]. The catalyst is CN(C=O)C. The product is [Cl:1][C:2]1[CH:3]=[CH:4][C:5]([O:6][C:7]2[CH:8]=[CH:9][C:10]([N:13]3[CH:17]([C:18]4[CH:23]=[CH:22][CH:21]=[C:20]([O:24][CH2:25][C:26]5[CH:31]=[CH:30][CH:29]=[CH:28][CH:27]=5)[CH:19]=4)[CH2:16][N:15]([CH2:38][CH2:37][S:39]([CH3:42])(=[O:41])=[O:40])[C:14]3=[O:32])=[CH:11][CH:12]=2)=[CH:33][CH:34]=1. The yield is 0.710. (2) The catalyst is CO.O. The product is [CH2:18]([NH:17][C:15]([NH:14][C:11]1[S:12][C:13]2[C:5]([C:3]([NH:27][NH2:28])=[O:2])=[CH:6][C:7]([C:20]3[CH:21]=[N:22][CH:23]=[CH:24][CH:25]=3)=[CH:8][C:9]=2[N:10]=1)=[O:16])[CH3:19]. The reactants are C[O:2][C:3]([C:5]1[C:13]2[S:12][C:11]([NH:14][C:15]([NH:17][CH2:18][CH3:19])=[O:16])=[N:10][C:9]=2[CH:8]=[C:7]([C:20]2[CH:21]=[N:22][CH:23]=[CH:24][CH:25]=2)[CH:6]=1)=O.O.[NH2:27][NH2:28]. The yield is 0.980.